This data is from Forward reaction prediction with 1.9M reactions from USPTO patents (1976-2016). The task is: Predict the product of the given reaction. (1) Given the reactants [C:1]1([C:7]2([CH3:17])[C:12](=[O:13])[N:11]([CH3:14])[C:10](=[O:15])[NH:9][C:8]2=[O:16])[CH2:6][CH2:5][CH2:4][CH2:3][CH:2]=1.[H-].[Na+].Br.Br[CH2:22][C:23]([C:25]1[CH:26]=[N:27][CH:28]=[CH:29][CH:30]=1)=[O:24], predict the reaction product. The product is: [C:1]1([C:7]2([CH3:17])[C:12](=[O:13])[N:11]([CH3:14])[C:10](=[O:15])[N:9]([CH2:22][C:23](=[O:24])[C:25]3[CH:26]=[N:27][CH:28]=[CH:29][CH:30]=3)[C:8]2=[O:16])[CH2:6][CH2:5][CH2:4][CH2:3][CH:2]=1. (2) Given the reactants [OH:1][N:2]1[CH:6]=[CH:5][C:4]([C:7]2[CH:12]=[CH:11][CH:10]=[CH:9][C:8]=2[N+:13]([O-:15])=[O:14])=[N:3]1.[CH3:16][N:17]([C:21]1[CH:26]=[CH:25][CH:24]=[CH:23][CH:22]=1)[C:18](Cl)=[O:19], predict the reaction product. The product is: [N+:13]([C:8]1[CH:9]=[CH:10][CH:11]=[CH:12][C:7]=1[C:4]1[CH:5]=[CH:6][N:2]([O:1][C:18](=[O:19])[N:17]([CH3:16])[C:21]2[CH:26]=[CH:25][CH:24]=[CH:23][CH:22]=2)[N:3]=1)([O-:15])=[O:14]. (3) Given the reactants [Li+].CC([N-]C(C)C)C.[C:9]([Si:13]([CH3:23])([CH3:22])[O:14][CH:15]1[CH2:20][CH2:19][C:18](=[O:21])[CH2:17][CH2:16]1)([CH3:12])([CH3:11])[CH3:10].N1C(=O)CC[C@H]1C(N([S:33]([C:36]([F:39])([F:38])[F:37])(=[O:35])=[O:34])[S:33]([C:36]([F:39])([F:38])[F:37])(=[O:35])=[O:34])=O, predict the reaction product. The product is: [C:9]([Si:13]([CH3:23])([CH3:22])[O:14][CH:15]1[CH2:20][CH2:19][C:18]([O:21][S:33]([C:36]([F:39])([F:38])[F:37])(=[O:35])=[O:34])=[CH:17][CH2:16]1)([CH3:12])([CH3:11])[CH3:10]. (4) Given the reactants [NH2:1][C:2]1[CH:7]=[CH:6][CH:5]=[CH:4][CH:3]=1.[CH2:8]([Si:11]([CH3:14])([CH3:13])[CH3:12])[CH:9]=[CH2:10].[Cl-].[Cl-].[Cl-].[Al+3].[Al].[OH-].[Na+], predict the reaction product. The product is: [CH3:10][CH:9]([C:3]1[CH:4]=[CH:5][CH:6]=[CH:7][C:2]=1[NH2:1])[CH2:8][Si:11]([CH3:14])([CH3:13])[CH3:12]. (5) Given the reactants [F:1][C:2]([F:7])([F:6])[C:3]([OH:5])=[O:4].[CH3:8][N:9](C)[C:10]1[CH:15]=[C:14]([C:16]2[CH:17]=[C:18]3[C:22](=[C:23]([C:25]([NH2:27])=[O:26])[CH:24]=2)[NH:21][CH:20]=[C:19]3[CH:28]2[CH2:33][CH2:32][N:31]([S:34]([CH2:37][CH3:38])(=[O:36])=[O:35])[CH2:30][CH2:29]2)[CH:13]=[CH:12][N:11]=1.[CH3:40]NC, predict the reaction product. The product is: [F:1][C:2]([F:7])([F:6])[C:3]([OH:5])=[O:4].[CH2:37]([S:34]([N:31]1[CH2:32][CH2:33][CH:28]([C:19]2[C:18]3[C:22](=[C:23]([C:25]([NH2:27])=[O:26])[CH:24]=[C:16]([C:14]4[CH:13]=[CH:12][N:11]=[C:10]([NH:9][CH2:8][CH:2]([CH3:3])[CH3:40])[CH:15]=4)[CH:17]=3)[NH:21][CH:20]=2)[CH2:29][CH2:30]1)(=[O:35])=[O:36])[CH3:38]. (6) Given the reactants C(OC(=O)[N:7]([CH2:11][C@H:12]1[C@@H:16]([CH2:17][N:18]([CH:35]([CH3:37])[CH3:36])[C:19](=[O:34])[C:20]2[CH:25]=[CH:24][C:23]([O:26][CH3:27])=[C:22]([O:28][CH2:29][CH2:30][CH2:31][O:32][CH3:33])[CH:21]=2)[CH2:15][N:14]([CH2:38][C:39]2[CH:44]=[CH:43][CH:42]=[CH:41][CH:40]=2)[CH2:13]1)[CH:8]([CH3:10])[CH3:9])(C)(C)C.Cl, predict the reaction product. The product is: [CH2:38]([N:14]1[CH2:13][C@@H:12]([CH2:11][NH:7][CH:8]([CH3:10])[CH3:9])[C@@H:16]([CH2:17][N:18]([CH:35]([CH3:37])[CH3:36])[C:19](=[O:34])[C:20]2[CH:25]=[CH:24][C:23]([O:26][CH3:27])=[C:22]([O:28][CH2:29][CH2:30][CH2:31][O:32][CH3:33])[CH:21]=2)[CH2:15]1)[C:39]1[CH:44]=[CH:43][CH:42]=[CH:41][CH:40]=1. (7) The product is: [OH:30][CH2:29][CH2:28][C:26]1[N:27]=[C:22]([NH:21][S:18]([N:9]2[CH2:10][CH2:11][C:12]3[CH:17]=[CH:16][CH:15]=[CH:14][C:13]=3[CH2:7][CH2:8]2)(=[O:20])=[O:19])[CH:23]=[CH:24][CH:25]=1. Given the reactants [H-].[Al+3].[Li+].[H-].[H-].[H-].[CH2:7]1[C:13]2[CH:14]=[CH:15][CH:16]=[CH:17][C:12]=2[CH2:11][CH2:10][N:9]([S:18]([NH:21][C:22]2[N:27]=[C:26]([CH2:28][C:29](OCC)=[O:30])[CH:25]=[CH:24][CH:23]=2)(=[O:20])=[O:19])[CH2:8]1, predict the reaction product. (8) The product is: [C:37]([C:32]1[CH:33]=[C:34]2[C:29](=[C:30]([F:41])[CH:31]=1)[C:28](=[O:42])[N:27]([C:7]1[C:6]([CH2:5][OH:4])=[C:11]([C:12]3[CH:17]=[C:16]([NH:18][C:19]4[CH:24]=[N:23][CH:22]=[CH:21][N:20]=4)[C:15](=[O:25])[N:14]([CH3:26])[CH:13]=3)[CH:10]=[CH:9][N:8]=1)[N:36]=[CH:35]2)([CH3:40])([CH3:38])[CH3:39]. Given the reactants C([O:4][CH2:5][C:6]1[C:7]([N:27]2[N:36]=[CH:35][C:34]3[C:29](=[C:30]([F:41])[CH:31]=[C:32]([C:37]([CH3:40])([CH3:39])[CH3:38])[CH:33]=3)[C:28]2=[O:42])=[N:8][CH:9]=[CH:10][C:11]=1[C:12]1[CH:17]=[C:16]([NH:18][C:19]2[CH:24]=[N:23][CH:22]=[CH:21][N:20]=2)[C:15](=[O:25])[N:14]([CH3:26])[CH:13]=1)(=O)C.O.[OH-].[Li+], predict the reaction product. (9) Given the reactants [CH2:1]([Li])[CH2:2][CH2:3][CH3:4].[CH:6]1[C:14]2[C:13]3[CH:15]=CC=[CH:18][C:12]=3[O:11][C:10]=2[CH:9]=[CH:8][C:7]=1C=O.O, predict the reaction product. The product is: [CH:3]([C:2]1[CH:1]=[CH:18][C:12]2[O:11][C:10]3[CH:9]=[CH:8][CH:7]=[CH:6][C:14]=3[C:13]=2[CH:15]=1)=[CH2:4].